Dataset: Peptide-MHC class II binding affinity with 134,281 pairs from IEDB. Task: Regression. Given a peptide amino acid sequence and an MHC pseudo amino acid sequence, predict their binding affinity value. This is MHC class II binding data. (1) The peptide sequence is AFTVVLSGGTLIDTL. The MHC is HLA-DPA10301-DPB10402 with pseudo-sequence HLA-DPA10301-DPB10402. The binding affinity (normalized) is 0.489. (2) The peptide sequence is TSLYVRASGRVTVST. The MHC is DRB1_0802 with pseudo-sequence DRB1_0802. The binding affinity (normalized) is 0.212. (3) The peptide sequence is GGSILKISNKYHTKG. The MHC is HLA-DPA10201-DPB11401 with pseudo-sequence HLA-DPA10201-DPB11401. The binding affinity (normalized) is 0.107. (4) The peptide sequence is AAVDKDAVIVAAAGN. The MHC is DRB1_1501 with pseudo-sequence DRB1_1501. The binding affinity (normalized) is 0.392. (5) The peptide sequence is PRGERGFPGERGSPGA. The MHC is HLA-DQA10302-DQB10401 with pseudo-sequence HLA-DQA10303-DQB10402. The binding affinity (normalized) is 0.